From a dataset of Peptide-MHC class II binding affinity with 134,281 pairs from IEDB. Regression. Given a peptide amino acid sequence and an MHC pseudo amino acid sequence, predict their binding affinity value. This is MHC class II binding data. (1) The peptide sequence is DMGFDAAALAPEHQP. The MHC is HLA-DQA10301-DQB10302 with pseudo-sequence HLA-DQA10301-DQB10302. The binding affinity (normalized) is 0.485. (2) The peptide sequence is KYKTFEAAFTVSSKR. The MHC is DRB1_1602 with pseudo-sequence DRB1_1602. The binding affinity (normalized) is 0.785. (3) The peptide sequence is AKDVIPEGWKADTAY. The MHC is HLA-DPA10201-DPB10501 with pseudo-sequence HLA-DPA10201-DPB10501. The binding affinity (normalized) is 0. (4) The peptide sequence is GVTLVRKNRWLLLNV. The MHC is DRB3_0301 with pseudo-sequence DRB3_0301. The binding affinity (normalized) is 0.898. (5) The peptide sequence is LCFLLTQKSKSFNHV. The MHC is DRB1_0101 with pseudo-sequence DRB1_0101. The binding affinity (normalized) is 0.609. (6) The peptide sequence is NKFVSPKSVIGTFVA. The MHC is DRB4_0101 with pseudo-sequence DRB4_0103. The binding affinity (normalized) is 0.291. (7) The peptide sequence is VSAIVGAAASVFVCL. The MHC is HLA-DPA10103-DPB10301 with pseudo-sequence HLA-DPA10103-DPB10301. The binding affinity (normalized) is 0.207. (8) The peptide sequence is RTKGTMRASALILIE. The MHC is DRB4_0103 with pseudo-sequence DRB4_0103. The binding affinity (normalized) is 0.521. (9) The peptide sequence is QYIKANAKFIGITE. The MHC is H-2-IEk with pseudo-sequence H-2-IEk. The binding affinity (normalized) is 0.521.